The task is: Predict which catalyst facilitates the given reaction.. This data is from Catalyst prediction with 721,799 reactions and 888 catalyst types from USPTO. (1) Reactant: Br[C:2]1[CH:3]=[C:4]([Cl:19])[C:5]([O:9][C:10]2[CH:15]=[CH:14][C:13]([N+:16]([O-:18])=[O:17])=[CH:12][CH:11]=2)=[C:6]([Cl:8])[CH:7]=1.C(N(CC)CC)C.[CH3:27][Si:28]([C:31]#[CH:32])([CH3:30])[CH3:29]. The catalyst class is: 205. Product: [Cl:8][C:6]1[CH:7]=[C:2]([C:32]#[C:31][Si:28]([CH3:30])([CH3:29])[CH3:27])[CH:3]=[C:4]([Cl:19])[C:5]=1[O:9][C:10]1[CH:15]=[CH:14][C:13]([N+:16]([O-:18])=[O:17])=[CH:12][CH:11]=1. (2) The catalyst class is: 2. Reactant: C(OC(=O)[NH:7][C:8]1[CH:13]=[CH:12][C:11]([C:14]([F:17])([F:16])[F:15])=[CH:10][C:9]=1[NH:18][C:19](=[O:35])[CH2:20][C:21](=O)[C:22]1[CH:27]=[CH:26][CH:25]=[C:24]([C:28]2[CH:33]=[CH:32][N:31]=[CH:30][CH:29]=2)[CH:23]=1)(C)(C)C.C(O)(C(F)(F)F)=O. Product: [N:31]1[CH:32]=[CH:33][C:28]([C:24]2[CH:23]=[C:22]([C:21]3[CH2:20][C:19](=[O:35])[NH:18][C:9]4[CH:10]=[C:11]([C:14]([F:17])([F:16])[F:15])[CH:12]=[CH:13][C:8]=4[N:7]=3)[CH:27]=[CH:26][CH:25]=2)=[CH:29][CH:30]=1.